From a dataset of Catalyst prediction with 721,799 reactions and 888 catalyst types from USPTO. Predict which catalyst facilitates the given reaction. Reactant: [CH2:1]([C@@H:8]1[CH2:12][O:11][C:10](=[O:13])[N:9]1[C:14](=[O:42])[C@H:15]([O:32][C:33]1[CH:38]=[CH:37][C:36]([CH:39]([CH3:41])[CH3:40])=[CH:35][CH:34]=1)[C@H:16]([C:18]1[CH:23]=[CH:22][C:21]([O:24]CC2C=CC=CC=2)=[CH:20][CH:19]=1)[OH:17])[C:2]1[CH:7]=[CH:6][CH:5]=[CH:4][CH:3]=1. Product: [CH2:1]([C@@H:8]1[CH2:12][O:11][C:10](=[O:13])[N:9]1[C:14](=[O:42])[C@H:15]([O:32][C:33]1[CH:38]=[CH:37][C:36]([CH:39]([CH3:40])[CH3:41])=[CH:35][CH:34]=1)[C@@H:16]([OH:17])[C:18]1[CH:23]=[CH:22][C:21]([OH:24])=[CH:20][CH:19]=1)[C:2]1[CH:7]=[CH:6][CH:5]=[CH:4][CH:3]=1. The catalyst class is: 45.